Predict the reaction yield, written as a fraction of the theoretical maximum amount of product (1.0 means a 100% yield; for example, 0.34 means a 34% yield). From a dataset of Reaction yield outcomes from USPTO patents with 853,638 reactions. (1) The yield is 0.310. The product is [C:1]([C:5]1[CH:9]=[C:8]([NH:10][C:19](=[O:20])[O:21][C:22]2[CH:27]=[CH:26][CH:25]=[CH:24][CH:23]=2)[N:7]([CH3:11])[N:6]=1)([CH3:4])([CH3:2])[CH3:3]. The catalyst is C1COCC1. The reactants are [C:1]([C:5]1[CH:9]=[C:8]([NH2:10])[N:7]([CH3:11])[N:6]=1)([CH3:4])([CH3:3])[CH3:2].C([O-])([O-])=O.[K+].[K+].Cl[C:19]([O:21][C:22]1[CH:27]=[CH:26][CH:25]=[CH:24][CH:23]=1)=[O:20]. (2) The reactants are [CH3:1][O:2][C:3]1[CH:4]=[C:5]([CH:9]2[CH2:14][CH2:13][CH2:12][CH2:11][CH:10]2[C:15](O)=O)[CH:6]=[CH:7][CH:8]=1.C(Cl)Cl.C(Cl)(=O)[C:22](Cl)=[O:23].Cl. The catalyst is Cl[Ti](Cl)(Cl)Cl.CN(C=O)C. The product is [CH3:1][O:2][C:3]1[CH:4]=[C:5]2[C:6](=[CH:7][CH:8]=1)[C:22](=[O:23])[CH2:15][CH:10]1[CH:9]2[CH2:14][CH2:13][CH2:12][CH2:11]1. The yield is 0.930.